From a dataset of Forward reaction prediction with 1.9M reactions from USPTO patents (1976-2016). Predict the product of the given reaction. (1) The product is: [C:19]([NH:24]/[C:14](=[CH:13]\[O:12][CH3:9])/[C:35]([NH:8][CH2:1][C:2]1[CH:7]=[CH:6][CH:5]=[CH:4][CH:3]=1)=[O:34])(=[O:18])[CH3:20]. Given the reactants [CH2:1]([NH2:8])[C:2]1[CH:7]=[CH:6][CH:5]=[CH:4][CH:3]=1.[C:9]([O:12][CH2:13][CH3:14])(=O)C.ClC([O:18][CH2:19][CH:20](C)C)=O.C[N:24]1CCOCC1.C([O:34][CH3:35])(C)(C)C, predict the reaction product. (2) Given the reactants C1([O:7][C:8](=O)[NH:9][C:10]2[CH:15]=[CH:14][C:13]([O:16][C:17]3[C:26]4[C:21](=[CH:22][C:23]([O:29][CH2:30][C:31]5[CH:36]=[CH:35][CH:34]=[CH:33][CH:32]=5)=[C:24]([C:27]#[N:28])[CH:25]=4)[N:20]=[CH:19][CH:18]=3)=[CH:12][C:11]=2[Cl:37])C=CC=CC=1.[CH3:39][N:40](C)C=O.CN.O1CCCC1, predict the reaction product. The product is: [CH2:30]([O:29][C:23]1[CH:22]=[C:21]2[C:26]([C:17]([O:16][C:13]3[CH:14]=[CH:15][C:10]([NH:9][C:8]([NH:40][CH3:39])=[O:7])=[C:11]([Cl:37])[CH:12]=3)=[CH:18][CH:19]=[N:20]2)=[CH:25][C:24]=1[C:27]#[N:28])[C:31]1[CH:36]=[CH:35][CH:34]=[CH:33][CH:32]=1. (3) Given the reactants [H-].[H-].[H-].[H-].[Li+].[Al+3].[CH2:7]([C:14]1[CH:44]=[CH:43][CH:42]=[CH:41][C:15]=1[O:16][CH2:17][CH2:18][CH2:19][N:20]([CH2:38][C:39]#[N:40])[CH:21]([C:30]1[CH:35]=[CH:34][C:33]([O:36][CH3:37])=[CH:32][CH:31]=1)[C:22]1[CH:27]=[CH:26][C:25]([O:28][CH3:29])=[CH:24][CH:23]=1)[C:8]1[CH:13]=[CH:12][CH:11]=[CH:10][CH:9]=1, predict the reaction product. The product is: [CH2:7]([C:14]1[CH:44]=[CH:43][CH:42]=[CH:41][C:15]=1[O:16][CH2:17][CH2:18][CH2:19][N:20]([CH:21]([C:22]1[CH:23]=[CH:24][C:25]([O:28][CH3:29])=[CH:26][CH:27]=1)[C:30]1[CH:35]=[CH:34][C:33]([O:36][CH3:37])=[CH:32][CH:31]=1)[CH2:38][CH2:39][NH2:40])[C:8]1[CH:13]=[CH:12][CH:11]=[CH:10][CH:9]=1.